This data is from Full USPTO retrosynthesis dataset with 1.9M reactions from patents (1976-2016). The task is: Predict the reactants needed to synthesize the given product. (1) Given the product [Cl:68][C:65]1[CH:66]=[CH:67][C:62]([C:56]2[CH:55]=[CH:54][C:59]([CH2:60][CH3:61])=[C:58]([CH:3]3[C:4](=[O:9])[CH:5]4[CH2:8][CH:1]([CH2:7][CH2:6]4)[C:2]3=[O:10])[CH:57]=2)=[CH:63][CH:64]=1, predict the reactants needed to synthesize it. The reactants are: [CH:1]12[CH2:8][CH:5]([CH2:6][CH2:7]1)[C:4](=[O:9])[CH2:3][C:2]2=[O:10].C1(P(C2CCCCC2)C2C=CC=CC=2C2C(C(C)C)=CC(C(C)C)=CC=2C(C)C)CCCCC1.P([O-])([O-])([O-])=O.[K+].[K+].[K+].Br[C:54]1[CH:55]=[C:56]([C:62]2[CH:67]=[CH:66][C:65]([Cl:68])=[CH:64][CH:63]=2)[CH:57]=[CH:58][C:59]=1[CH2:60][CH3:61]. (2) Given the product [C:16]([C:17]1[S:18][C:4]2[CH:11]=[C:10]([C:12]([F:15])([F:14])[F:13])[CH:9]=[CH:8][C:5]=2[C:6]=1[NH2:7])([O:20][CH3:21])=[O:19], predict the reactants needed to synthesize it. The reactants are: [N+]([C:4]1[CH:11]=[C:10]([C:12]([F:15])([F:14])[F:13])[CH:9]=[CH:8][C:5]=1[C:6]#[N:7])([O-])=O.[C:16]([O:20][CH3:21])(=[O:19])[CH2:17][SH:18].CN1C(=O)CCC1.O.[OH-].[Li+]. (3) Given the product [NH2:7][C:8]1[CH:13]=[CH:12][CH:11]=[CH:10][C:9]=1[NH:14][C:15](=[O:49])/[CH:16]=[CH:17]/[C:18]1[CH:23]=[CH:22][C:21]([CH:24]([NH:38][C:39]([CH3:47])([CH3:48])[CH2:40][N:41]2[CH2:42][CH2:43][CH2:44][CH2:45][CH2:46]2)[C:25](=[O:37])[NH:26][C:27]2[CH:32]=[CH:31][C:30]([C:33]([F:35])([F:36])[F:34])=[CH:29][CH:28]=2)=[CH:20][CH:19]=1, predict the reactants needed to synthesize it. The reactants are: C(OC(=O)[NH:7][C:8]1[CH:13]=[CH:12][CH:11]=[CH:10][C:9]=1[NH:14][C:15](=[O:49])/[CH:16]=[CH:17]/[C:18]1[CH:23]=[CH:22][C:21]([CH:24]([NH:38][C:39]([CH3:48])([CH3:47])[CH2:40][N:41]2[CH2:46][CH2:45][CH2:44][CH2:43][CH2:42]2)[C:25](=[O:37])[NH:26][C:27]2[CH:32]=[CH:31][C:30]([C:33]([F:36])([F:35])[F:34])=[CH:29][CH:28]=2)=[CH:20][CH:19]=1)(C)(C)C.Cl. (4) Given the product [C:8]([C:7]1[CH:6]=[C:5]([CH:3]([N:2]([CH3:1])[C@H:14]([C:15]([O:17][CH3:18])=[O:16])[CH3:19])[CH3:4])[CH:12]=[CH:11][CH:10]=1)#[N:9], predict the reactants needed to synthesize it. The reactants are: [CH3:1][NH:2][CH:3]([C:5]1[CH:6]=[C:7]([CH:10]=[CH:11][CH:12]=1)[C:8]#[N:9])[CH3:4].Br[CH:14]([CH3:19])[C:15]([O:17][CH3:18])=[O:16]. (5) Given the product [CH3:11][C:12]1[NH:7][C:2]2[CH:3]=[CH:4][CH:5]=[CH:6][C:1]=2[N:8]=1, predict the reactants needed to synthesize it. The reactants are: [C:1]1([NH2:8])[CH:6]=[CH:5][CH:4]=[CH:3][C:2]=1[NH2:7].[OH-].[K+].[C:11](O)(=O)[CH3:12]. (6) Given the product [CH:27]([NH:30][C:31]1[S:32][CH:33]=[C:34]([C:36]2[CH:45]=[C:44]([O:1][CH2:2][CH2:3][C@@H:4]3[NH:18][C:17](=[O:19])[N:16]([CH3:20])[CH2:15][CH2:14][CH2:13][CH2:12][CH:11]=[CH:10][C@H:9]4[C@@:7]([C:21]([O:23][CH2:24][CH3:25])=[O:22])([CH2:8]4)[NH:6][C:5]3=[O:26])[C:43]3[C:38](=[CH:39][C:40]([O:47][CH3:48])=[CH:41][CH:42]=3)[N:37]=2)[N:35]=1)([CH3:29])[CH3:28], predict the reactants needed to synthesize it. The reactants are: [OH:1][CH2:2][CH2:3][C@@H:4]1[NH:18][C:17](=[O:19])[N:16]([CH3:20])[CH2:15][CH2:14][CH2:13][CH2:12][CH:11]=[CH:10][C@H:9]2[C@@:7]([C:21]([O:23][CH2:24][CH3:25])=[O:22])([CH2:8]2)[NH:6][C:5]1=[O:26].[CH:27]([NH:30][C:31]1[S:32][CH:33]=[C:34]([C:36]2[CH:45]=[C:44](O)[C:43]3[C:38](=[CH:39][C:40]([O:47][CH3:48])=[CH:41][CH:42]=3)[N:37]=2)[N:35]=1)([CH3:29])[CH3:28].C(C1N=C(C2C=C(OCC[C@@H]3NC(=O)N(C)CCCCC=C[C@H]4[C@@](C(OCC)=O)(C4)NC3=O)C3C(=C(C)C(OC)=CC=3)N=2)SC=1)(C)C. (7) The reactants are: Br[C:2]1[CH:20]=[CH:19][C:5]2[N:6]=[C:7]([C@H:9]3[CH2:12][C@H:11]([N:13]4[CH2:17]C[CH2:15][C@H:14]4[CH3:18])[CH2:10]3)[S:8][C:4]=2[CH:3]=1.[CH3:21][C:22]1[C:23](=[O:28])[NH:24][CH:25]=[CH:26][CH:27]=1.N1NC(=O)C=CC=1. Given the product [CH:14]([N:13]([CH3:17])[C@H:11]1[CH2:12][C@H:9]([C:7]2[S:8][C:4]3[CH:3]=[C:2]([N:24]4[CH:25]=[CH:26][CH:27]=[C:22]([CH3:21])[C:23]4=[O:28])[CH:20]=[CH:19][C:5]=3[N:6]=2)[CH2:10]1)([CH3:15])[CH3:18], predict the reactants needed to synthesize it.